This data is from Forward reaction prediction with 1.9M reactions from USPTO patents (1976-2016). The task is: Predict the product of the given reaction. (1) Given the reactants [F:1][C:2]1[C:7]([C:8]([OH:10])=[O:9])=[C:6]([CH3:11])[C:5]([N+:12]([O-:14])=[O:13])=[CH:4][CH:3]=1.OS(O)(=O)=O.[Br:20]N1C(C)(C)C(=O)N(Br)C1=O, predict the reaction product. The product is: [Br:20][C:3]1[C:2]([F:1])=[C:7]([C:6]([CH3:11])=[C:5]([N+:12]([O-:14])=[O:13])[CH:4]=1)[C:8]([OH:10])=[O:9]. (2) Given the reactants [Cl:1][C:2]1[CH:7]=[C:6](I)[C:5]([Cl:9])=[CH:4][N:3]=1.[NH2:10][C:11]1[CH:18]=[CH:17][CH:16]=[CH:15][C:12]=1[C:13]#[N:14].[O-]P(OP(OP([O-])([O-])=O)([O-])=O)(=O)[O-].[K+].[K+].[K+].[K+].[K+].N#N.C1C=CC(P(C2C(OC3C(P(C4C=CC=CC=4)C4C=CC=CC=4)=CC=CC=3)=CC=CC=2)C2C=CC=CC=2)=CC=1, predict the reaction product. The product is: [Cl:1][C:2]1[CH:7]=[C:6]([NH:10][C:11]2[CH:18]=[CH:17][CH:16]=[CH:15][C:12]=2[C:13]#[N:14])[C:5]([Cl:9])=[CH:4][N:3]=1. (3) Given the reactants [CH3:1][CH2:2][CH2:3][CH2:4][C:5]1[N:9]([CH2:10][C:11]2[CH:16]=[CH:15][C:14]([C:17]3[C:22]([C:23]4[N:27]=[N:26][N:25](C(C5C=CC=CC=5)(C5C=CC=CC=5)C5C=CC=CC=5)[N:24]=4)=[CH:21][CH:20]=[CH:19][CH:18]=3)=[CH:13][CH:12]=2)[C:8]([CH2:47][OH:48])=[C:7]([Cl:49])[N:6]=1.C1(C)C=CC(S(O)(=O)=O)=CC=1.[OH-].[Na+], predict the reaction product. The product is: [CH3:1][CH2:2][CH2:3][CH2:4][C:5]1[N:9]([CH2:10][C:11]2[CH:16]=[CH:15][C:14]([C:17]3[CH:18]=[CH:19][CH:20]=[CH:21][C:22]=3[C:23]3[N:27]=[N:26][NH:25][N:24]=3)=[CH:13][CH:12]=2)[C:8]([CH2:47][OH:48])=[C:7]([Cl:49])[N:6]=1. (4) Given the reactants [CH3:1][C:2]1([CH3:9])[CH2:7][CH2:6][C:5](=[O:8])[CH2:4][CH2:3]1.[C:10](OCC)(=[O:16])[C:11]([O:13][CH2:14][CH3:15])=[O:12], predict the reaction product. The product is: [CH3:1][C:2]1([CH3:9])[CH2:7][CH:6]([C:10](=[O:16])[C:11]([O:13][CH2:14][CH3:15])=[O:12])[C:5](=[O:8])[CH2:4][CH2:3]1. (5) Given the reactants [CH:1]1([C:4]2[CH:5]=[CH:6][C:7]([C:15]([OH:17])=O)=[N:8][C:9]=2[O:10][CH2:11][CH:12]2[CH2:14][CH2:13]2)[CH2:3][CH2:2]1.Cl.[CH2:19]([O:21][C:22](=[O:29])[C:23]([NH2:28])([CH2:26][CH3:27])[CH2:24][CH3:25])C, predict the reaction product. The product is: [CH3:19][O:21][C:22](=[O:29])[C:23]([NH:28][C:15]([C:7]1[CH:6]=[CH:5][C:4]([CH:1]2[CH2:2][CH2:3]2)=[C:9]([O:10][CH2:11][CH:12]2[CH2:13][CH2:14]2)[N:8]=1)=[O:17])([CH2:26][CH3:27])[CH2:24][CH3:25]. (6) Given the reactants [Cl:1][C:2]1[CH:7]=[CH:6][C:5]([C:8]2[C:9]([C@@H:14]([NH:24][C:25](=[O:38])[CH2:26][C:27]3[C:31]4=[N:32][C:33]([O:36]C)=[CH:34][CH:35]=[C:30]4[NH:29][CH:28]=3)[CH2:15][C:16]3[CH:21]=[C:20]([F:22])[CH:19]=[C:18]([F:23])[CH:17]=3)=[N:10][CH:11]=[N:12][CH:13]=2)=[CH:4][CH:3]=1, predict the reaction product. The product is: [Cl:1][C:2]1[CH:3]=[CH:4][C:5]([C:8]2[C:9]([C@@H:14]([NH:24][C:25](=[O:38])[CH2:26][C:27]3[C:31]4[NH:32][C:33](=[O:36])[CH:34]=[CH:35][C:30]=4[NH:29][CH:28]=3)[CH2:15][C:16]3[CH:17]=[C:18]([F:23])[CH:19]=[C:20]([F:22])[CH:21]=3)=[N:10][CH:11]=[N:12][CH:13]=2)=[CH:6][CH:7]=1. (7) Given the reactants ClC1C=CC([C@@H](C2C=CN(C)N=2)N)=CC=1F.[F:17][C:18]1[CH:19]=[C:20]([C@@H:26]([C:28]2[CH:29]=[N:30][N:31]([CH3:33])[CH:32]=2)[NH2:27])[CH:21]=[CH:22][C:23]=1[O:24][CH3:25].[F:34][C:35]1[CH:44]=[C:43]([C:45](O)=[O:46])[CH:42]=[C:41]2[C:36]=1[CH:37]=[N:38][C:39]([NH:48][CH2:49][CH2:50][O:51][CH3:52])=[N:40]2, predict the reaction product. The product is: [F:17][C:18]1[CH:19]=[C:20]([C@H:26]([NH:27][C:45]([C:43]2[CH:42]=[C:41]3[C:36]([CH:37]=[N:38][C:39]([NH:48][CH2:49][CH2:50][O:51][CH3:52])=[N:40]3)=[C:35]([F:34])[CH:44]=2)=[O:46])[C:28]2[CH:29]=[N:30][N:31]([CH3:33])[CH:32]=2)[CH:21]=[CH:22][C:23]=1[O:24][CH3:25].